This data is from Reaction yield outcomes from USPTO patents with 853,638 reactions. The task is: Predict the reaction yield, written as a fraction of the theoretical maximum amount of product (1.0 means a 100% yield; for example, 0.34 means a 34% yield). (1) The reactants are Br[CH2:2][C:3]([C:5]1[S:9][CH:8]2[CH:10]=[CH:11][S:12][CH:7]2[CH:6]=1)=[O:4].[C:13]([N:20]1[CH2:27][CH2:26][CH2:25][C@H:21]1[C:22]([OH:24])=[O:23])([O:15][C:16]([CH3:19])([CH3:18])[CH3:17])=[O:14].CC#N. The catalyst is C(N(CC)CC)C. The product is [S:9]1[C:5]([C:3](=[O:4])[CH2:2][O:24][C:22]([CH:21]2[CH2:25][CH2:26][CH2:27][N:20]2[C:13]([O:15][C:16]([CH3:19])([CH3:18])[CH3:17])=[O:14])=[O:23])=[CH:6][CH:7]2[S:12][CH:11]=[CH:10][CH:8]12. The yield is 0.610. (2) The reactants are [C:1]1([CH2:7][CH2:8][CH2:9][CH2:10][CH2:11][CH2:12][C:13]([C:15]2[O:16][C:17]([C:20]3[CH:29]=[CH:28][C:23]([C:24]([O:26]C)=[O:25])=[CH:22][N:21]=3)=[CH:18][N:19]=2)=[O:14])[CH:6]=[CH:5][CH:4]=[CH:3][CH:2]=1. The catalyst is CC(O)=O.CCOC(C)=O. The product is [C:1]1([CH2:7][CH2:8][CH2:9][CH2:10][CH2:11][CH2:12][C:13]([C:15]2[O:16][C:17]([C:20]3[CH:29]=[CH:28][C:23]([C:24]([OH:26])=[O:25])=[CH:22][N:21]=3)=[CH:18][N:19]=2)=[O:14])[CH:6]=[CH:5][CH:4]=[CH:3][CH:2]=1. The yield is 0.400.